The task is: Predict the reaction yield, written as a fraction of the theoretical maximum amount of product (1.0 means a 100% yield; for example, 0.34 means a 34% yield).. This data is from Reaction yield outcomes from USPTO patents with 853,638 reactions. (1) The reactants are C[N:2](C)/[CH:3]=[CH:4]/[C:5]([C:7]1[C:12](=[O:13])[CH:11]=[CH:10][N:9]([C:14]2[CH:19]=[CH:18][CH:17]=[CH:16][CH:15]=2)[N:8]=1)=O.[CH3:21][S:22]([C:25]1[CH:30]=[CH:29][C:28]([NH:31]N)=[CH:27][CH:26]=1)(=[O:24])=[O:23]. No catalyst specified. The product is [CH3:21][S:22]([C:25]1[CH:30]=[CH:29][C:28]([N:31]2[C:5]([C:7]3[C:12](=[O:13])[CH:11]=[CH:10][N:9]([C:14]4[CH:19]=[CH:18][CH:17]=[CH:16][CH:15]=4)[N:8]=3)=[CH:4][CH:3]=[N:2]2)=[CH:27][CH:26]=1)(=[O:23])=[O:24]. The yield is 0.120. (2) The yield is 0.370. The reactants are [F:1][C:2]1[CH:9]=[CH:8][C:5]([CH2:6][NH2:7])=[CH:4][CH:3]=1.[F:10][C:11]([F:22])([F:21])[C:12]([N:14]1[CH2:19][CH2:18][C:17](=O)[CH2:16][CH2:15]1)=[O:13].C(O)(=O)C.[BH3-]C#N.[Na+]. The catalyst is CO. The product is [F:1][C:2]1[CH:9]=[CH:8][C:5]([CH2:6][NH:7][CH:17]2[CH2:18][CH2:19][N:14]([C:12](=[O:13])[C:11]([F:10])([F:21])[F:22])[CH2:15][CH2:16]2)=[CH:4][CH:3]=1. (3) The reactants are Cl.[CH2:2]([O:9][C:10]1[CH:16]=[CH:15][C:13]([NH2:14])=[CH:12][CH:11]=1)[C:3]1[CH:8]=[CH:7][CH:6]=[CH:5][CH:4]=1.[F:17][C:18]1[CH:23]=[CH:22][C:21]([NH:24][C:25]([C:27]2([C:30](O)=[O:31])[CH2:29][CH2:28]2)=[O:26])=[CH:20][CH:19]=1.CCN=C=NCCCN(C)C. The catalyst is C(Cl)Cl. The product is [F:17][C:18]1[CH:19]=[CH:20][C:21]([NH:24][C:25]([C:27]2([C:30]([NH:14][C:13]3[CH:12]=[CH:11][C:10]([O:9][CH2:2][C:3]4[CH:4]=[CH:5][CH:6]=[CH:7][CH:8]=4)=[CH:16][CH:15]=3)=[O:31])[CH2:29][CH2:28]2)=[O:26])=[CH:22][CH:23]=1. The yield is 0.950. (4) The reactants are C([C:3]1[CH:8]=[C:7]([O:9][CH3:10])[C:6]([O:11][CH2:12][C:13]2[CH:18]=[CH:17][C:16]([S:19]([CH3:27])(=[N:21][C:22]([O:24][CH2:25][CH3:26])=[O:23])=[O:20])=[CH:15][CH:14]=2)=[CH:5][C:4]=1[N:28]=[CH:29][N:30]([CH3:32])C)#N.[NH2:33][C:34]1[S:35][CH:36]=[N:37][N:38]=1.ClCCl.CO. The catalyst is CO. The product is [CH2:25]([O:24][C:22]([N:21]=[S:19]([CH3:27])([C:16]1[CH:15]=[CH:14][C:13]([CH2:12][O:11][C:6]2[CH:5]=[C:4]3[C:3]([C:32]([NH:33][C:34]4[S:35][CH:36]=[N:37][N:38]=4)=[N:30][CH:29]=[N:28]3)=[CH:8][C:7]=2[O:9][CH3:10])=[CH:18][CH:17]=1)=[O:20])=[O:23])[CH3:26]. The yield is 0.400. (5) The reactants are [Cl:1][CH2:2][C@H:3]1[C:11]2[C:10]3[CH:12]=[CH:13][CH:14]=[CH:15][C:9]=3[C:8]([OH:16])=[CH:7][C:6]=2[N:5]([C:17]([O:19][C:20]([CH3:23])([CH3:22])[CH3:21])=[O:18])[CH2:4]1.[CH2:24](Br)[C:25]1[CH:30]=[CH:29][CH:28]=[CH:27][CH:26]=1.[I-].[K+]. The catalyst is CN(C=O)C.C(OCC)(=O)C. The product is [CH2:24]([O:16][C:8]1[C:9]2[CH:15]=[CH:14][CH:13]=[CH:12][C:10]=2[C:11]2[C@H:3]([CH2:2][Cl:1])[CH2:4][N:5]([C:17]([O:19][C:20]([CH3:23])([CH3:22])[CH3:21])=[O:18])[C:6]=2[CH:7]=1)[C:25]1[CH:30]=[CH:29][CH:28]=[CH:27][CH:26]=1. The yield is 0.780. (6) The reactants are Br[CH2:2][C:3]1[N:4]=[C:5]([N:13]2[CH2:18][CH2:17][O:16][CH2:15][CH2:14]2)[S:6][C:7]=1[C:8]([O:10][CH2:11][CH3:12])=[O:9].[O:19]1[C:24]2[CH:25]=[CH:26][C:27](B(O)O)=[CH:28][C:23]=2[O:22][CH2:21][CH2:20]1.C(=O)([O-])[O-].[Cs+].[Cs+].O1CCOCC1.O. The catalyst is C1C=CC([P]([Pd]([P](C2C=CC=CC=2)(C2C=CC=CC=2)C2C=CC=CC=2)([P](C2C=CC=CC=2)(C2C=CC=CC=2)C2C=CC=CC=2)[P](C2C=CC=CC=2)(C2C=CC=CC=2)C2C=CC=CC=2)(C2C=CC=CC=2)C2C=CC=CC=2)=CC=1. The product is [O:19]1[C:24]2[CH:25]=[CH:26][C:27]([CH2:2][C:3]3[N:4]=[C:5]([N:13]4[CH2:18][CH2:17][O:16][CH2:15][CH2:14]4)[S:6][C:7]=3[C:8]([O:10][CH2:11][CH3:12])=[O:9])=[CH:28][C:23]=2[O:22][CH2:21][CH2:20]1. The yield is 0.470. (7) The reactants are [Cl:1][C:2]1[CH:3]=[C:4]([CH:12]([CH2:16][C@H:17]2[CH2:22][CH2:21][CH2:20][S:19][CH2:18]2)[C:13]([OH:15])=O)[CH:5]=[CH:6][C:7]=1[S:8]([CH3:11])(=[O:10])=[O:9].C(Cl)(=O)C(Cl)=O.[NH2:29][C:30]1[CH:35]=[N:34][CH:33]=[CH:32][N:31]=1.N1C=CC=CC=1. The catalyst is C(Cl)Cl.O1CCCC1.O.CN(C)C=O. The product is [Cl:1][C:2]1[CH:3]=[C:4]([CH:12]([CH2:16][C@H:17]2[CH2:22][CH2:21][CH2:20][S:19][CH2:18]2)[C:13]([NH:29][C:30]2[CH:35]=[N:34][CH:33]=[CH:32][N:31]=2)=[O:15])[CH:5]=[CH:6][C:7]=1[S:8]([CH3:11])(=[O:9])=[O:10]. The yield is 0.698. (8) The reactants are Cl.[O:2]1[CH2:8][CH2:7][CH2:6][NH:5][CH2:4][CH2:3]1.[C:9]([C:11]1[CH:18]=[CH:17][C:14]([CH:15]=O)=[CH:13][CH:12]=1)#[CH:10].C(O[BH-](OC(=O)C)OC(=O)C)(=O)C.[Na+].C(=O)([O-])O.[Na+]. The catalyst is C(O)(=O)C.C(Cl)(Cl)Cl. The product is [C:9]([C:11]1[CH:18]=[CH:17][C:14]([CH2:15][N:5]2[CH2:6][CH2:7][CH2:8][O:2][CH2:3][CH2:4]2)=[CH:13][CH:12]=1)#[CH:10]. The yield is 0.870. (9) The product is [Cl:25][C:22]1[N:23]=[CH:24][C:19]([N:18]=[C:10]2[C:12]3[C:17](=[CH:16][CH:15]=[CH:14][CH:13]=3)[N:7]([C:1]3[CH:6]=[CH:5][CH:4]=[CH:3][CH:2]=3)[C:8]2=[O:9])=[CH:20][CH:21]=1. The yield is 0.590. No catalyst specified. The reactants are [C:1]1([N:7]2[C:17]3[C:12](=[CH:13][CH:14]=[CH:15][CH:16]=3)[C:10](=O)[C:8]2=[O:9])[CH:6]=[CH:5][CH:4]=[CH:3][CH:2]=1.[NH2:18][C:19]1[CH:20]=[CH:21][C:22]([Cl:25])=[N:23][CH:24]=1.